This data is from Forward reaction prediction with 1.9M reactions from USPTO patents (1976-2016). The task is: Predict the product of the given reaction. Given the reactants [CH3:1][S:2]([C:4]1[CH:9]=[CH:8][C:7]([C:10]2[CH2:15][CH2:14][CH:13]([O:16][CH2:17][CH:18]3[CH2:23][CH2:22][N:21]([C:24]([O:26][C:27]([CH3:30])([CH3:29])[CH3:28])=[O:25])[CH2:20][CH2:19]3)[CH2:12][CH:11]=2)=[CH:6][CH:5]=1)=[O:3].[H][H], predict the reaction product. The product is: [CH3:1][S:2]([C:4]1[CH:5]=[CH:6][C:7]([CH:10]2[CH2:11][CH2:12][CH:13]([O:16][CH2:17][CH:18]3[CH2:23][CH2:22][N:21]([C:24]([O:26][C:27]([CH3:30])([CH3:29])[CH3:28])=[O:25])[CH2:20][CH2:19]3)[CH2:14][CH2:15]2)=[CH:8][CH:9]=1)=[O:3].[CH3:1][S:2][C:4]1[CH:5]=[CH:6][C:7]([CH:10]2[CH2:11][CH2:12][CH:13]([O:16][CH2:17][CH:18]3[CH2:23][CH2:22][N:21]([C:24]([O:26][C:27]([CH3:30])([CH3:29])[CH3:28])=[O:25])[CH2:20][CH2:19]3)[CH2:14][CH2:15]2)=[CH:8][CH:9]=1.